Dataset: Forward reaction prediction with 1.9M reactions from USPTO patents (1976-2016). Task: Predict the product of the given reaction. (1) Given the reactants [F:8][C:7]([F:10])([F:9])[C:6](O[C:6](=[O:11])[C:7]([F:10])([F:9])[F:8])=[O:11].[N:14]1[C:23]2[C:18](=[CH:19][CH:20]=[CH:21][CH:22]=2)[CH:17]=[CH:16][C:15]=1[N:24]1[C:28]2=[N:29][CH:30]=[CH:31][CH:32]=[C:27]2[CH:26]=[CH:25]1, predict the reaction product. The product is: [F:10][C:7]([F:8])([F:9])[C:6]([C:26]1[C:27]2[C:28](=[N:29][CH:30]=[CH:31][CH:32]=2)[N:24]([C:15]2[CH:16]=[CH:17][C:18]3[C:23](=[CH:22][CH:21]=[CH:20][CH:19]=3)[N:14]=2)[CH:25]=1)=[O:11]. (2) Given the reactants [F:1][CH:2]([F:15])[C:3]1[CH:11]=[CH:10][CH:9]=[C:8]([N+:12]([O-])=O)[C:4]=1[C:5]([OH:7])=[O:6], predict the reaction product. The product is: [NH2:12][C:8]1[CH:9]=[CH:10][CH:11]=[C:3]([CH:2]([F:1])[F:15])[C:4]=1[C:5]([OH:7])=[O:6]. (3) Given the reactants [Cl-].[CH3:2][O:3][CH2:4][P+](C1C=CC=CC=1)(C1C=CC=CC=1)C1C=CC=CC=1.[CH2:24]([Li])CCC.[F:29][C:30]1[CH:31]=[C:32]([CH:35]=[CH:36][C:37]=1[C:38]1[S:39][C:40]2[C:45]([N:46]=1)=[CH:44][CH:43]=[C:42]([C:47]1([C:50]3[CH:55]=[CH:54][CH:53]=[CH:52][CH:51]=3)[CH2:49][CH2:48]1)[N:41]=2)C=O, predict the reaction product. The product is: [F:29][C:30]1[CH:31]=[C:32]([CH:24]=[CH:4][O:3][CH3:2])[CH:35]=[CH:36][C:37]=1[C:38]1[S:39][C:40]2[C:45]([N:46]=1)=[CH:44][CH:43]=[C:42]([C:47]1([C:50]3[CH:55]=[CH:54][CH:53]=[CH:52][CH:51]=3)[CH2:48][CH2:49]1)[N:41]=2. (4) Given the reactants [OH-].[K+].C([O:6][C:7]1[CH:12]=[C:11]([CH2:13][CH2:14][C:15]2[CH:20]=[CH:19][CH:18]=[CH:17][CH:16]=2)[CH:10]=[C:9]([O:21]C(=O)C)[CH:8]=1)(=O)C.Cl.O, predict the reaction product. The product is: [CH2:13]([C:11]1[CH:12]=[C:7]([OH:6])[CH:8]=[C:9]([OH:21])[CH:10]=1)[CH2:14][C:15]1[CH:16]=[CH:17][CH:18]=[CH:19][CH:20]=1. (5) The product is: [CH2:5]([NH:6][CH2:7][CH3:2])[CH3:4].[F:8][C:5]1[C:4]([C@@H:9]2[C@@H:13]([C:14]3[CH:19]=[CH:18][CH:17]=[C:16]([F:20])[CH:15]=3)[O:12][C:11](=[O:21])[NH:10]2)=[CH:3][C:2]([C:23]#[C:22][C:24]2[CH:25]=[N:26][CH:27]=[C:28]([F:30])[CH:29]=2)=[CH:7][N:6]=1. Given the reactants Br[C:2]1[CH:3]=[C:4]([C@@H:9]2[C@@H:13]([C:14]3[CH:19]=[CH:18][CH:17]=[C:16]([F:20])[CH:15]=3)[O:12][C:11](=[O:21])[NH:10]2)[C:5]([F:8])=[N:6][CH:7]=1.[C:22]([C:24]1[CH:25]=[N:26][CH:27]=[C:28]([F:30])[CH:29]=1)#[CH:23].C1(P(C2C=CC=CC=2)C2C=CC=CC=2)C=CC=CC=1.CO, predict the reaction product. (6) Given the reactants F[P-](F)(F)(F)(F)F.N1(OC(N(C)C)=[N+](C)C)C2N=CC=CC=2N=N1.C(N(C(C)C)CC)(C)C.[C:34]([O:38][C:39]([N:41]1[CH2:46][CH2:45][S:44][CH:43]([C:47]([OH:49])=O)[CH2:42]1)=[O:40])([CH3:37])([CH3:36])[CH3:35].[NH2:50][C:51]1[CH:52]=[C:53]2[C:57](=[CH:58][CH:59]=1)[NH:56][N:55]=[C:54]2[C:60]([O:62][CH3:63])=[O:61], predict the reaction product. The product is: [CH3:63][O:62][C:60]([C:54]1[C:53]2[C:57](=[CH:58][CH:59]=[C:51]([NH:50][C:47]([CH:43]3[S:44][CH2:45][CH2:46][N:41]([C:39]([O:38][C:34]([CH3:35])([CH3:36])[CH3:37])=[O:40])[CH2:42]3)=[O:49])[CH:52]=2)[NH:56][N:55]=1)=[O:61].